From a dataset of Drug-target binding data from BindingDB using Kd measurements. Regression. Given a target protein amino acid sequence and a drug SMILES string, predict the binding affinity score between them. We predict pKd (pKd = -log10(Kd in M); higher means stronger binding). Dataset: bindingdb_kd. (1) The small molecule is CCC(C)c1cccc(OCC(O)CNC(C)C)c1. The target protein (Q28044) has sequence MGQPGNRSVFLLAPNASHAPDQNVTLERDEAWVVGMGILMSLIVLAIVFGNVLVITAIAKFERLQTVTNYFITSLACADLVMGLAVVPFGACHILMKMWTFGNFWCEFWTSIDVLCVTASIETLCVIAVDRYLAITSPFKYQCLLTKNKARVVILMVWIVSGLTSFLPIQMHWYRASHKEAINCYAKETCCDFFTNQPYAIASSIVSFYLPLVVMVFVYSRVFQVAKRQLQKIDKSEGRFHAQNVSQVEQDGRSGLGQRRTSKFYLKEHKALKTLGIIMGTFTLCWLPFFIVNIVHVIKDNLIRKEIYILLNWLGYINSAFNPLIYCRSPDFRIAFQELLCLRRSSLKAYGNGCSSNSNDRTDYTGEQSGYHLGEEKDSELLCEDPPGTENFVNQQGTVPSDSIDSQGRNCSTNDSLL. The pKd is 7.7. (2) The small molecule is Cc1ccc(-n2nc(C(C)(C)C)cc2NC(=O)Nc2ccc(OCCN3CCOCC3)c3ccccc23)cc1. The target protein sequence is MRGARGAWDFLCVLLLLLRVQTGSSQPSVSPGEPSPPSIHPGKSDLIVRVGDEIRLLCTDPGFVKWTFEILDETNENKQNEWITEKAEATNTGKYTCTNKHGLSNSIYVFVRDPAKLFLVDRSLYGKEDNDTLVRCPLTDPEVTNYSLKGCQGKPLPKDLRFIPDPKAGIMIKSVKRAYHRLCLHCSVDQEGKSVLSEKFILKVRPAFKAVPVVSVSKASYLLREGEEFTVTCTIKDVSSSVYSTWKRENSQTKLQEKYNSWHHGDFNYERQATLTISSARVNDSGVFMCYANNTFGSANVTTTLEVVDKGFINIFPMINTTVFVNDGENVDLIVEYEAFPKPEHQQWIYMNRTFTDKWEDYPKSENESNIRYVSELHLTRLKGTEGGTYTFLVSNSDVNAAIAFNVYVNTKPEILTYDRLVNGMLQCVAAGFPEPTIDWYFCPGTEQRCSASVLPVDVQTLNSSGPPFGKLVVQSSIDSSAFKHNGTVECKAYNDVGKT.... The pKd is 6.7.